From a dataset of Reaction yield outcomes from USPTO patents with 853,638 reactions. Predict the reaction yield, written as a fraction of the theoretical maximum amount of product (1.0 means a 100% yield; for example, 0.34 means a 34% yield). (1) The reactants are [CH3:1][C:2]1[C:6]([CH2:7][N:8]2[CH:12]=[C:11]([N:13]3[C:17](=[O:18])[CH2:16][NH:15][C:14]3=[O:19])[CH:10]=[N:9]2)=[C:5]([CH3:20])[O:4][N:3]=1.[CH3:21][O:22][C:23]1[CH:31]=[CH:30][CH:29]=[CH:28][C:24]=1[CH2:25][CH2:26]Br. No catalyst specified. The product is [CH3:1][C:2]1[C:6]([CH2:7][N:8]2[CH:12]=[C:11]([N:13]3[C:17](=[O:18])[CH2:16][N:15]([CH2:26][CH2:25][C:24]4[CH:28]=[CH:29][CH:30]=[CH:31][C:23]=4[O:22][CH3:21])[C:14]3=[O:19])[CH:10]=[N:9]2)=[C:5]([CH3:20])[O:4][N:3]=1. The yield is 0.520. (2) The reactants are [CH3:1][C:2]1[CH:10]=[CH:9][C:5]([C:6]([OH:8])=O)=[CH:4][CH:3]=1.C(N1C=CN=C1)(N1C=CN=C1)=O.[NH2:23][C@@H:24]([CH:44]([CH3:46])[CH3:45])[CH2:25][NH:26][C:27](=[O:43])[C@@H:28]([NH:32][C:33]([O:35][CH2:36][C:37]1[CH:42]=[CH:41][CH:40]=[CH:39][CH:38]=1)=[O:34])[CH:29]([CH3:31])[CH3:30]. The catalyst is ClCCl. The product is [CH3:45][CH:44]([CH3:46])[C@H:24]([NH:23][C:6](=[O:8])[C:5]1[CH:4]=[CH:3][C:2]([CH3:1])=[CH:10][CH:9]=1)[CH2:25][NH:26][C:27](=[O:43])[C@@H:28]([NH:32][C:33]([O:35][CH2:36][C:37]1[CH:38]=[CH:39][CH:40]=[CH:41][CH:42]=1)=[O:34])[CH:29]([CH3:30])[CH3:31]. The yield is 0.440.